Dataset: Reaction yield outcomes from USPTO patents with 853,638 reactions. Task: Predict the reaction yield, written as a fraction of the theoretical maximum amount of product (1.0 means a 100% yield; for example, 0.34 means a 34% yield). (1) The reactants are [CH3:1][O:2][C:3]([C:5]1[CH:6]=[C:7]([C:12]2[CH:17]=[CH:16][C:15]([CH3:18])=[CH:14][CH:13]=2)[CH:8]=[C:9](N)[CH:10]=1)=[O:4].N(OCCC(C)C)=O.[I:27]CI. The catalyst is N1CCCCC1.CC#N. The product is [CH3:1][O:2][C:3]([C:5]1[CH:6]=[C:7]([C:12]2[CH:17]=[CH:16][C:15]([CH3:18])=[CH:14][CH:13]=2)[CH:8]=[C:9]([I:27])[CH:10]=1)=[O:4]. The yield is 0.660. (2) The reactants are [NH2:1][C:2]1[C:10]2[C:5](=[N:6][C:7]([O:13][S:14]([C:17]([F:20])([F:19])[F:18])(=[O:16])=[O:15])=[CH:8][C:9]=2[S:11][CH3:12])[S:4][C:3]=1[C:21](=[O:23])[NH2:22].S([O-])(O[O-])(=O)=[O:25].[K+].[K+]. The catalyst is CO.O. The product is [NH2:1][C:2]1[C:10]2[C:5](=[N:6][C:7]([O:13][S:14]([C:17]([F:19])([F:18])[F:20])(=[O:16])=[O:15])=[CH:8][C:9]=2[S:11]([CH3:12])=[O:25])[S:4][C:3]=1[C:21](=[O:23])[NH2:22]. The yield is 0.860. (3) The reactants are [Br:1][C:2]1[C:3]([N:19]2[CH2:24][CH2:23][CH2:22][C@@H:21]([NH:25]C(=O)OC(C)(C)C)[CH2:20]2)=[C:4]2[C:10]([NH:11][C:12]([CH:14]3[CH2:18][CH2:17][CH2:16][O:15]3)=[O:13])=[CH:9][NH:8][C:5]2=[N:6][CH:7]=1.[ClH:33]. The catalyst is C(O)(C(F)(F)F)=O.CO.C(Cl)Cl.CCOCC. The product is [ClH:33].[NH2:25][C@@H:21]1[CH2:22][CH2:23][CH2:24][N:19]([C:3]2[C:2]([Br:1])=[CH:7][N:6]=[C:5]3[NH:8][CH:9]=[C:10]([NH:11][C:12]([C@H:14]4[CH2:18][CH2:17][CH2:16][O:15]4)=[O:13])[C:4]=23)[CH2:20]1. The yield is 0.210. (4) The catalyst is C1COCC1. The yield is 0.470. The product is [OH:22][C:3]12[C:14]3[C:19](=[CH:18][CH:17]=[CH:16][CH:15]=3)[C:20](=[O:21])[C:2]1([NH:1][C:24]#[N:23])[C:6]1[CH:7]=[CH:8][C:9]([CH:11]([CH3:13])[CH3:12])=[CH:10][C:5]=1[O:4]2. The reactants are [NH2:1][C:2]12[C:20](=[O:21])[C:19]3[C:14](=[CH:15][CH:16]=[CH:17][CH:18]=3)[C:3]1([OH:22])[O:4][C:5]1[CH:10]=[C:9]([CH:11]([CH3:13])[CH3:12])[CH:8]=[CH:7][C:6]=12.[N:23]#[C:24]Br. (5) The reactants are C(N(C(C)C)CC)(C)C.[Br:10][C:11]1[CH:12]=[C:13]([CH:17]=[CH:18][C:19]=1[F:20])[C:14]([OH:16])=O.Cl.[CH3:22][O:23][C:24](=[O:30])[C@H:25]([C@@H:27]([CH3:29])[OH:28])[NH2:26].CCN=C=NCCCN(C)C.C1C=CC2N(O)N=NC=2C=1. The catalyst is CN(C=O)C.CCOC(C)=O. The product is [CH3:22][O:23][C:24](=[O:30])[C@@H:25]([NH:26][C:14](=[O:16])[C:13]1[CH:17]=[CH:18][C:19]([F:20])=[C:11]([Br:10])[CH:12]=1)[C@H:27]([OH:28])[CH3:29]. The yield is 1.00. (6) The reactants are [H-].[H-].[H-].[H-].[Al+3].[Li+].[CH2:7]([C@@H:9]([C:17]1[CH:22]=[CH:21][CH:20]=[C:19]([O:23][CH3:24])[CH:18]=1)[C@@H:10]([CH3:16])[C:11]([N:13]([CH3:15])[CH3:14])=O)[CH3:8]. The catalyst is O1CCCC1. The product is [CH2:7]([C@@H:9]([C:17]1[CH:22]=[CH:21][CH:20]=[C:19]([O:23][CH3:24])[CH:18]=1)[C@@H:10]([CH3:16])[CH2:11][N:13]([CH3:15])[CH3:14])[CH3:8]. The yield is 0.900. (7) The reactants are [CH2:1]([O:3][C:4]([C@@H:6]1[CH2:10][CH2:9][C@H:8]([NH:11][C:12]2[CH:17]=[CH:16][C:15]([C:18]#[N:19])=[CH:14][C:13]=2[CH3:20])[CH2:7]1)=[O:5])[CH3:2].[NH2:21][OH:22]. The catalyst is CCO. The product is [CH2:1]([O:3][C:4]([C@@H:6]1[CH2:10][CH2:9][C@H:8]([NH:11][C:12]2[CH:17]=[CH:16][C:15]([C:18](=[NH:19])[NH:21][OH:22])=[CH:14][C:13]=2[CH3:20])[CH2:7]1)=[O:5])[CH3:2]. The yield is 0.650.